This data is from Reaction yield outcomes from USPTO patents with 853,638 reactions. The task is: Predict the reaction yield, written as a fraction of the theoretical maximum amount of product (1.0 means a 100% yield; for example, 0.34 means a 34% yield). (1) The catalyst is C1COCC1.CO. The product is [OH:26][NH:25][C:18](=[O:19])/[CH:17]=[CH:16]/[C:11]1[CH:12]=[CH:13][CH:14]=[CH:15][C:10]=1[NH:9][CH2:8][C:7]1[CH:22]=[CH:23][CH:24]=[C:5]([CH2:4][CH2:3][CH2:2][OH:1])[CH:6]=1. The reactants are [OH:1][CH2:2][CH2:3][CH2:4][C:5]1[CH:6]=[C:7]([CH:22]=[CH:23][CH:24]=1)[CH2:8][NH:9][C:10]1[CH:15]=[CH:14][CH:13]=[CH:12][C:11]=1/[CH:16]=[CH:17]/[C:18](OC)=[O:19].[NH2:25][OH:26].[OH-].[Na+]. The yield is 0.390. (2) The reactants are [N:1]([CH2:4][C@H:5]([CH3:26])[C@@H:6]([O:18][Si:19]([C:22]([CH3:25])([CH3:24])[CH3:23])([CH3:21])[CH3:20])[C@H:7]([NH:10][C:11](=[O:17])[O:12][C:13]([CH3:16])([CH3:15])[CH3:14])[CH2:8][OH:9])=[N+:2]=[N-:3].[CH3:27][S:28](Cl)(=[O:30])=[O:29]. The catalyst is N1C=CC=CC=1.CN(C1C=CN=CC=1)C.CCOCC.C(OCC)(=O)C. The product is [CH3:27][S:28]([O:9][CH2:8][C@@H:7]([NH:10][C:11]([O:12][C:13]([CH3:16])([CH3:14])[CH3:15])=[O:17])[C@H:6]([O:18][Si:19]([C:22]([CH3:25])([CH3:24])[CH3:23])([CH3:20])[CH3:21])[C@@H:5]([CH3:26])[CH2:4][N:1]=[N+:2]=[N-:3])(=[O:30])=[O:29]. The yield is 0.900. (3) The reactants are [C:1]1([C:7]2([OH:13])[CH2:12][CH2:11][NH:10][CH2:9][CH2:8]2)[CH:6]=[CH:5][CH:4]=[CH:3][CH:2]=1.N1C(C)=CC=CC=1C.[I-].[K+].Br[CH2:25][CH2:26][CH:27]=[C:28]1[C:34]2[CH:35]=[CH:36][CH:37]=[N:38][C:33]=2[CH2:32][O:31][C:30]2[CH:39]=[CH:40][C:41]([C:43]([OH:46])([CH3:45])[CH3:44])=[CH:42][C:29]1=2. The catalyst is C(O)(C)C. The product is [OH:46][C:43]([C:41]1[CH:40]=[CH:39][C:30]2[O:31][CH2:32][C:33]3[N:38]=[CH:37][CH:36]=[CH:35][C:34]=3[C:28](=[CH:27][CH2:26][CH2:25][N:10]3[CH2:11][CH2:12][C:7]([C:1]4[CH:2]=[CH:3][CH:4]=[CH:5][CH:6]=4)([OH:13])[CH2:8][CH2:9]3)[C:29]=2[CH:42]=1)([CH3:45])[CH3:44]. The yield is 0.500. (4) The reactants are IC.[F:3][C:4]1[CH:12]=[CH:11][C:7]([C:8]([OH:10])=[O:9])=[C:6]([N+:13]([O-:15])=[O:14])[CH:5]=1.[C:16]([O-])([O-])=O.[K+].[K+].O. The catalyst is CN(C=O)C. The product is [CH3:16][O:9][C:8](=[O:10])[C:7]1[CH:11]=[CH:12][C:4]([F:3])=[CH:5][C:6]=1[N+:13]([O-:15])=[O:14]. The yield is 0.803. (5) The reactants are [CH2:1]([C:7]1[CH:12]=[CH:11][C:10]([C:13]2[N:17]([CH3:18])[N:16]=[C:15]([C:19](=[N:21][NH:22][C:23]([C:25]3[CH:34]=[CH:33][C:28]([C:29]([O:31]C)=[O:30])=[CH:27][CH:26]=3)=[O:24])[CH3:20])[C:14]=2[OH:35])=[CH:9][CH:8]=1)[CH2:2][CH2:3][CH2:4][CH2:5][CH3:6].CO.[OH-].[Na+].Cl. The catalyst is O. The product is [CH2:1]([C:7]1[CH:8]=[CH:9][C:10]([C:13]2[N:17]([CH3:18])[N:16]=[C:15]([C:19](=[N:21][NH:22][C:23]([C:25]3[CH:34]=[CH:33][C:28]([C:29]([OH:31])=[O:30])=[CH:27][CH:26]=3)=[O:24])[CH3:20])[C:14]=2[OH:35])=[CH:11][CH:12]=1)[CH2:2][CH2:3][CH2:4][CH2:5][CH3:6]. The yield is 0.400.